Dataset: Reaction yield outcomes from USPTO patents with 853,638 reactions. Task: Predict the reaction yield, written as a fraction of the theoretical maximum amount of product (1.0 means a 100% yield; for example, 0.34 means a 34% yield). (1) The reactants are [NH2:1][C@@H:2]([C:5]([OH:7])=[O:6])[CH2:3][SH:4].[CH3:8][N:9]1[C:18]2[CH:17]=[C:16]3[S:19][C:20]([C:22]#N)=[N:21][C:15]3=[CH:14][C:13]=2[CH2:12][CH2:11][CH2:10]1. The catalyst is P([O-])([O-])([O-])=O.[Na+].[Na+].[Na+].CO. The product is [CH3:8][N:9]1[C:18]2[CH:17]=[C:16]3[S:19][C:20]([C:22]4[S:4][CH2:3][CH:2]([C:5]([OH:7])=[O:6])[N:1]=4)=[N:21][C:15]3=[CH:14][C:13]=2[CH2:12][CH2:11][CH2:10]1. The yield is 0.500. (2) The reactants are O1CCCC1.[C:6]([C:10]1[CH:15]=[CH:14][C:13]([CH:16]2[CH2:18][CH:17]2[C:19]([O:21]CC)=[O:20])=[CH:12][C:11]=1[Cl:24])([CH3:9])([CH3:8])[CH3:7].[OH-].[Na+].Cl. The catalyst is CO. The product is [C:6]([C:10]1[CH:15]=[CH:14][C:13]([CH:16]2[CH2:18][CH:17]2[C:19]([OH:21])=[O:20])=[CH:12][C:11]=1[Cl:24])([CH3:9])([CH3:7])[CH3:8]. The yield is 0.920. (3) The reactants are [Cl:1][C:2]1[CH:22]=[C:21]([Cl:23])[CH:20]=[CH:19][C:3]=1[CH2:4][N:5]1[C:9]([NH2:10])=[C:8]([C:11]2[CH:16]=[CH:15][C:14]([O:17]C)=[CH:13][CH:12]=2)[N:7]=[N:6]1.B(Br)(Br)Br.CO.O. The catalyst is ClCCl. The product is [NH2:10][C:9]1[N:5]([CH2:4][C:3]2[CH:19]=[CH:20][C:21]([Cl:23])=[CH:22][C:2]=2[Cl:1])[N:6]=[N:7][C:8]=1[C:11]1[CH:16]=[CH:15][C:14]([OH:17])=[CH:13][CH:12]=1. The yield is 0.620.